Dataset: Reaction yield outcomes from USPTO patents with 853,638 reactions. Task: Predict the reaction yield, written as a fraction of the theoretical maximum amount of product (1.0 means a 100% yield; for example, 0.34 means a 34% yield). (1) The reactants are [C:1]([C:5]1[N:6]([CH3:27])[CH:7]=[C:8]([C:10]2[CH:15]=[CH:14][N:13]=[C:12]3[N:16](OCC[Si](C)(C)C)[C:17](C)=[CH:18][C:11]=23)[N:9]=1)([CH3:4])([CH3:3])[CH3:2].[C:28]([OH:34])([C:30]([F:33])([F:32])[F:31])=[O:29].CO.[NH4+].[OH-]. No catalyst specified. The product is [F:31][C:30]([F:33])([F:32])[C:28]([OH:34])=[O:29].[C:1]([C:5]1[N:6]([CH3:27])[CH:7]=[C:8]([C:10]2[CH:15]=[CH:14][N:13]=[C:12]3[NH:16][CH:17]=[CH:18][C:11]=23)[N:9]=1)([CH3:4])([CH3:2])[CH3:3]. The yield is 0.900. (2) The reactants are C([O:3][C:4]([C:6]1[C:7]([C:12]2[CH:17]=[CH:16][C:15]([CH3:18])=[CH:14][CH:13]=2)=[N:8][O:9][C:10]=1[CH3:11])=O)C.C(OC(C1C(C2C=C(C)C=CC=2)=NOC=1C)=O)C. No catalyst specified. The product is [CH3:11][C:10]1[O:9][N:8]=[C:7]([C:12]2[CH:17]=[CH:16][C:15]([CH3:18])=[CH:14][CH:13]=2)[C:6]=1[CH2:4][OH:3]. The yield is 0.380.